This data is from Clinical trial toxicity outcomes and FDA approval status for drugs. The task is: Regression/Classification. Given a drug SMILES string, predict its toxicity properties. Task type varies by dataset: regression for continuous values (e.g., LD50, hERG inhibition percentage) or binary classification for toxic/non-toxic outcomes (e.g., AMES mutagenicity, cardiotoxicity, hepatotoxicity). Dataset: clintox. (1) The molecule is CCCC[NH+]1C[C@H](O)[C@@H](O)[C@H](O)[C@H]1CO. The result is 0 (passed clinical trial). (2) The compound is O=C1c2cccc3c2[C@H](CCC3)CN1[C@@H]1C[NH+]2CCC1CC2. The result is 0 (passed clinical trial).